Dataset: CYP2C9 inhibition data for predicting drug metabolism from PubChem BioAssay. Task: Regression/Classification. Given a drug SMILES string, predict its absorption, distribution, metabolism, or excretion properties. Task type varies by dataset: regression for continuous measurements (e.g., permeability, clearance, half-life) or binary classification for categorical outcomes (e.g., BBB penetration, CYP inhibition). Dataset: cyp2c9_veith. The molecule is c1ccc(C2CCC(N3CCC(N4CCCCC4)CC3)CC2)cc1. The result is 0 (non-inhibitor).